From a dataset of Forward reaction prediction with 1.9M reactions from USPTO patents (1976-2016). Predict the product of the given reaction. Given the reactants Br[C:2]1[CH:7]=[CH:6][C:5]([Br:8])=[CH:4][N:3]=1.[F:9][C:10]1([F:16])[CH2:15][CH2:14][NH:13][CH2:12][CH2:11]1, predict the reaction product. The product is: [Br:8][C:5]1[CH:6]=[CH:7][C:2]([N:13]2[CH2:14][CH2:15][C:10]([F:16])([F:9])[CH2:11][CH2:12]2)=[N:3][CH:4]=1.